Dataset: Reaction yield outcomes from USPTO patents with 853,638 reactions. Task: Predict the reaction yield, written as a fraction of the theoretical maximum amount of product (1.0 means a 100% yield; for example, 0.34 means a 34% yield). (1) The reactants are [NH:1]1[C:9]2[C:4](=[N:5][CH:6]=[CH:7][C:8]=2[O:10][C:11]2[CH:16]=[CH:15][C:14]([NH2:17])=[CH:13][C:12]=2[F:18])[CH:3]=[CH:2]1.N1C2C(=NC=CC=2OC2C=CC(NC(NC(=O)CC3C=CC=CC=3)=S)=CC=2F)C=C1.[N-]=C=S.[Cl:52][C:53]1[CH:58]=[CH:57][CH:56]=[C:55]([Cl:59])[C:54]=1[CH2:60][C:61]([N:63]=[C:64]=[S:65])=[O:62].[ClH:66]. The catalyst is CO. The product is [ClH:52].[ClH:66].[NH:1]1[C:9]2[C:4](=[N:5][CH:6]=[CH:7][C:8]=2[O:10][C:11]2[CH:16]=[CH:15][C:14]([NH:17][C:64]([NH:63][C:61](=[O:62])[CH2:60][C:54]3[C:53]([Cl:52])=[CH:58][CH:57]=[CH:56][C:55]=3[Cl:59])=[S:65])=[CH:13][C:12]=2[F:18])[CH:3]=[CH:2]1. The yield is 0.480. (2) The product is [NH2:2][C:3]1[CH:8]=[CH:7][C:6]([N:9]2[C:18](=[O:19])[C:17]3[C:12](=[CH:13][C:14]([NH:24][CH3:23])=[C:15]([F:20])[CH:16]=3)[NH:11][C:10]2=[O:22])=[CH:5][CH:4]=1. The yield is 0.765. The reactants are Cl.[NH2:2][C:3]1[CH:8]=[CH:7][C:6]([N:9]2[C:18](=[O:19])[C:17]3[C:12](=[CH:13][C:14](F)=[C:15]([F:20])[CH:16]=3)[NH:11][C:10]2=[O:22])=[CH:5][CH:4]=1.[CH3:23][NH2:24]. The catalyst is CS(C)=O. (3) The reactants are [Cl:1][C:2]1[C:7]([C:8]2[CH:13]=[CH:12][CH:11]=[CH:10][CH:9]=2)=[C:6]([N:14]2[CH2:19][CH2:18][CH:17]([CH3:20])[CH2:16][CH2:15]2)[N:5]=[C:4]([NH:21][C:22]#[N:23])[N:3]=1.O.[C:25](=O)([O-])[O-].[K+].[K+].CI. The catalyst is CN(C)C=O.C(OCC)(=O)C. The product is [Cl:1][C:2]1[C:7]([C:8]2[CH:9]=[CH:10][CH:11]=[CH:12][CH:13]=2)=[C:6]([N:14]2[CH2:19][CH2:18][CH:17]([CH3:20])[CH2:16][CH2:15]2)[N:5]=[C:4]([N:21]([C:22]#[N:23])[CH3:25])[N:3]=1. The yield is 0.870.